From a dataset of Reaction yield outcomes from USPTO patents with 853,638 reactions. Predict the reaction yield, written as a fraction of the theoretical maximum amount of product (1.0 means a 100% yield; for example, 0.34 means a 34% yield). (1) The reactants are [CH3:1][O:2][C:3](=[O:15])[C:4]1[C:5](=[C:10](I)[CH:11]=[CH:12][CH:13]=1)[C:6]([O:8][CH3:9])=[O:7].[NH2:16][C:17]1[CH:26]=[CH:25][C:24]2[C:19](=[CH:20][CH:21]=[CH:22][CH:23]=2)[CH:18]=1.C1C=CC(P(C2C(C3C(P(C4C=CC=CC=4)C4C=CC=CC=4)=CC=C4C=3C=CC=C4)=C3C(C=CC=C3)=CC=2)C2C=CC=CC=2)=CC=1.C(=O)([O-])[O-].[Cs+].[Cs+]. The catalyst is C1(C)C=CC=CC=1.C(Cl)Cl.C1C=CC(/C=C/C(/C=C/C2C=CC=CC=2)=O)=CC=1.C1C=CC(/C=C/C(/C=C/C2C=CC=CC=2)=O)=CC=1.C1C=CC(/C=C/C(/C=C/C2C=CC=CC=2)=O)=CC=1.[Pd].[Pd]. The product is [CH3:1][O:2][C:3](=[O:15])[C:4]1[C:5](=[C:10]([NH:16][C:17]2[CH:26]=[CH:25][C:24]3[C:19](=[CH:20][CH:21]=[CH:22][CH:23]=3)[CH:18]=2)[CH:11]=[CH:12][CH:13]=1)[C:6]([O:8][CH3:9])=[O:7]. The yield is 0.750. (2) The reactants are [Cl:1][C:2]1[N:3]=[CH:4][C:5]([C:8]([OH:10])=O)=[N:6][CH:7]=1.[C:11]([O:17][CH2:18][CH3:19])(=[O:16])[CH2:12]C(O)=O.C[Mg]Br.C(N(CC)CC)C. The catalyst is S(Cl)(Cl)=O.O1CCCC1. The product is [Cl:1][C:2]1[N:3]=[CH:4][C:5]([C:8](=[O:10])[CH2:12][C:11]([O:17][CH2:18][CH3:19])=[O:16])=[N:6][CH:7]=1. The yield is 0.532.